From a dataset of Forward reaction prediction with 1.9M reactions from USPTO patents (1976-2016). Predict the product of the given reaction. (1) Given the reactants [O:1]=[CH:2]/[CH:3]=[CH:4]/[C:5]([O:7][CH2:8][CH3:9])=[O:6].[CH3:10][O:11][C:12]1[CH:17]=[CH:16][C:15]([S:18]([N:21]=[CH:22]/[CH:23]=[CH:24]/[C:25]2[CH:30]=[CH:29][C:28]([O:31][CH3:32])=[CH:27][CH:26]=2)(=[O:20])=[O:19])=[CH:14][CH:13]=1, predict the reaction product. The product is: [CH3:32][O:31][C:28]1[CH:29]=[CH:30][C:25]([C@H:24]2[CH:23]=[CH:22][N:21]([S:18]([C:15]3[CH:14]=[CH:13][C:12]([O:11][CH3:10])=[CH:17][CH:16]=3)(=[O:20])=[O:19])[C:2](=[O:1])[C@H:3]2[CH2:4][C:5]([O:7][CH2:8][CH3:9])=[O:6])=[CH:26][CH:27]=1. (2) Given the reactants [CH3:1][C:2](=O)[CH:3]=[CH2:4].[NH:6]1[CH2:11][CH2:10][O:9][CH2:8][CH2:7]1.[CH2:12]([SH:19])[C:13]1[CH:18]=[CH:17][CH:16]=[CH:15][CH:14]=1.C(N)CN.[N+:24]([CH3:27])([O-:26])=[O:25], predict the reaction product. The product is: [CH2:12]([S:19][C:2]([CH3:1])([CH2:27][N+:24]([O-:26])=[O:25])[CH2:3][CH2:4][N:6]1[CH2:11][CH2:10][O:9][CH2:8][CH2:7]1)[C:13]1[CH:18]=[CH:17][CH:16]=[CH:15][CH:14]=1.